This data is from Reaction yield outcomes from USPTO patents with 853,638 reactions. The task is: Predict the reaction yield, written as a fraction of the theoretical maximum amount of product (1.0 means a 100% yield; for example, 0.34 means a 34% yield). (1) The reactants are [CH3:1][O:2][C:3]1[CH:4]=[C:5]([NH2:18])[C:6](=[CH:11][C:12]=1[O:13][CH2:14][CH2:15][CH2:16][Cl:17])[C:7](OC)=[O:8].C([O-])([O-])OC.C([O-])(=O)C.[NH4+:28].[CH3:29]O. The catalyst is O. The product is [CH3:1][O:2][C:3]1[CH:4]=[C:5]2[C:6]([C:7](=[O:8])[NH:28][CH:29]=[N:18]2)=[CH:11][C:12]=1[O:13][CH2:14][CH2:15][CH2:16][Cl:17]. The yield is 0.910. (2) The yield is 0.560. No catalyst specified. The product is [CH:24]1([NH:28][C:19](=[O:21])[C:18]2[CH:22]=[CH:23][C:15]([O:14][CH2:13][C:3]3[C:4]([C:7]4[CH:8]=[CH:9][CH:10]=[CH:11][CH:12]=4)=[N:5][O:6][C:2]=3[CH3:1])=[N:16][CH:17]=2)[CH2:27][CH2:26][CH2:25]1. The reactants are [CH3:1][C:2]1[O:6][N:5]=[C:4]([C:7]2[CH:12]=[CH:11][CH:10]=[CH:9][CH:8]=2)[C:3]=1[CH2:13][O:14][C:15]1[CH:23]=[CH:22][C:18]([C:19]([OH:21])=O)=[CH:17][N:16]=1.[CH:24]1([NH2:28])[CH2:27][CH2:26][CH2:25]1. (3) The reactants are [Br:1][C:2]1[CH:7]=[CH:6][C:5]([OH:8])=[C:4]([Cl:9])[C:3]=1[Cl:10].C(=O)([O-])[O-].[K+].[K+].[CH3:17][C:18]([CH3:20])=[O:19]. No catalyst specified. The product is [Br:1][C:2]1[CH:7]=[CH:6][C:5]([O:8][CH2:17][CH:18]2[CH2:20][O:19]2)=[C:4]([Cl:9])[C:3]=1[Cl:10]. The yield is 0.710. (4) The reactants are [Cl:1][C:2]1[N:10]([CH2:11][CH:12]=[CH2:13])[C:9]2[C:8](=[O:14])[NH:7][C:6](=[O:15])[NH:5][C:4]=2[N:3]=1.C(=O)([O-])[O-].[Na+].[Na+].[CH2:22](I)[CH2:23][CH2:24][CH2:25][CH3:26]. The catalyst is CN(C=O)C.O. The product is [Cl:1][C:2]1[N:10]([CH2:11][CH:12]=[CH2:13])[C:9]2[C:8](=[O:14])[NH:7][C:6](=[O:15])[N:5]([CH2:22][CH2:23][CH2:24][CH2:25][CH3:26])[C:4]=2[N:3]=1. The yield is 0.740.